This data is from Forward reaction prediction with 1.9M reactions from USPTO patents (1976-2016). The task is: Predict the product of the given reaction. (1) Given the reactants [CH:1]([N:4]1[C:9](=[O:10])[CH:8]=[CH:7][C:6]([C:11]2[CH:12]=C(C#N)[C:14](=[O:23])[NH:15][C:16]=2[C:17]2[CH:22]=[CH:21][CH:20]=[CH:19][CH:18]=2)=[N:5]1)([CH3:3])[CH3:2].[OH-:26].[K+].[CH2:28]([OH:31])[CH2:29]O.Cl, predict the reaction product. The product is: [CH:1]([N:4]1[C:9](=[O:10])[CH:8]=[CH:7][C:6]([C:11]2[CH:12]=[C:29]([C:28]([OH:31])=[O:26])[C:14](=[O:23])[NH:15][C:16]=2[C:17]2[CH:22]=[CH:21][CH:20]=[CH:19][CH:18]=2)=[N:5]1)([CH3:3])[CH3:2]. (2) Given the reactants C(OC([N:8]1[C:16]2[CH2:15][CH2:14][N:13]([CH:17]([C:31]3[CH:36]=[CH:35][CH:34]=[CH:33][C:32]=3[Cl:37])[CH2:18][CH2:19][CH2:20][CH2:21][CH2:22][C:23]([C:26]([O:28][CH2:29][CH3:30])=[O:27])([CH3:25])[CH3:24])[CH2:12][C:11]=2[CH:10]=[CH:9]1)=O)(C)(C)C.C(O)(C(F)(F)F)=O, predict the reaction product. The product is: [CH2:29]([O:28][C:26](=[O:27])[C:23]([CH3:25])([CH3:24])[CH2:22][CH2:21][CH2:20][CH2:19][CH2:18][CH:17]([C:31]1[CH:36]=[CH:35][CH:34]=[CH:33][C:32]=1[Cl:37])[N:13]1[CH2:14][CH2:15][C:16]2[NH:8][CH:9]=[CH:10][C:11]=2[CH2:12]1)[CH3:30]. (3) Given the reactants CO[C:3]([C:5]1[S:9][C:8]([CH2:10][CH2:11][C:12]2[C:13]([CH2:18][CH2:19][CH2:20][CH3:21])=[N:14][O:15][C:16]=2[CH3:17])=[N:7][C:6]=1[CH3:22])=[O:4].[NH2:23][CH:24]([CH2:27][OH:28])[CH2:25][OH:26], predict the reaction product. The product is: [OH:26][CH2:25][CH:24]([NH:23][C:3]([C:5]1[S:9][C:8]([CH2:10][CH2:11][C:12]2[C:13]([CH2:18][CH2:19][CH2:20][CH3:21])=[N:14][O:15][C:16]=2[CH3:17])=[N:7][C:6]=1[CH3:22])=[O:4])[CH2:27][OH:28]. (4) The product is: [Cl:39][C:40]([Cl:45])([Cl:44])[C:41]([C:22]1[N:14]2[C:13]([CH2:12][N:11]([C:9]([C:7]3[CH:6]=[CH:5][C:4]([C:25]4[CH:30]=[CH:29][CH:28]=[CH:27][C:26]=4[CH3:31])=[C:3]([O:2][CH3:1])[CH:8]=3)=[O:10])[C:17]3[CH:18]=[CH:19][CH:20]=[CH:21][C:16]=3[CH2:15]2)=[CH:24][CH:23]=1)=[O:42]. Given the reactants [CH3:1][O:2][C:3]1[CH:8]=[C:7]([C:9]([N:11]2[C:17]3[CH:18]=[CH:19][CH:20]=[CH:21][C:16]=3[CH2:15][N:14]3[CH:22]=[CH:23][CH:24]=[C:13]3[CH2:12]2)=[O:10])[CH:6]=[CH:5][C:4]=1[C:25]1[CH:30]=[CH:29][CH:28]=[CH:27][C:26]=1[CH3:31].C(N(CC)CC)C.[Cl:39][C:40]([Cl:45])([Cl:44])[C:41](Cl)=[O:42], predict the reaction product. (5) Given the reactants [CH2:1]1[C:7]2[CH:8]=[CH:9][C:10]([O:12][C:13]3[CH:21]=[CH:20][C:16]([C:17]([NH2:19])=[O:18])=[CH:15][N:14]=3)=[CH:11][C:6]=2[CH2:5][CH2:4][CH2:3][NH:2]1.C([O-])([O-])=O.[K+].[K+].Br[CH2:29][CH2:30][CH2:31][CH2:32][CH3:33].C(OCC)(=O)C, predict the reaction product. The product is: [CH2:29]([N:2]1[CH2:3][CH2:4][CH2:5][C:6]2[CH:11]=[C:10]([O:12][C:13]3[CH:21]=[CH:20][C:16]([C:17]([NH2:19])=[O:18])=[CH:15][N:14]=3)[CH:9]=[CH:8][C:7]=2[CH2:1]1)[CH2:30][CH2:31][CH2:32][CH3:33]. (6) Given the reactants [NH2:1][C:2]1[CH:10]=[C:9]([O:11][CH3:12])[CH:8]=[CH:7][C:3]=1[C:4]([OH:6])=O.[CH3:13][NH2:14].[CH3:15][C@H:16]1[CH2:21][CH2:20][CH2:19][N:18]([CH2:22][CH2:23][CH2:24][O:25][C:26]2[CH:33]=[CH:32][C:29]([CH:30]=O)=[CH:28][CH:27]=2)[CH2:17]1, predict the reaction product. The product is: [CH3:12][O:11][C:9]1[CH:10]=[C:2]2[C:3]([C:4](=[O:6])[N:14]([CH3:13])[C:30]([C:29]3[CH:32]=[CH:33][C:26]([O:25][CH2:24][CH2:23][CH2:22][N:18]4[CH2:19][CH2:20][CH2:21][C@H:16]([CH3:15])[CH2:17]4)=[CH:27][CH:28]=3)=[N:1]2)=[CH:7][CH:8]=1. (7) Given the reactants [Cl:1][C:2]1[N:3]=[C:4]([C:9]([NH:11][C@H:12]2[CH2:17][CH2:16][N:15]([C:18]3[S:19][C:20]([C:26]([O:28][CH2:29][CH3:30])=[O:27])=[C:21]([C:23]([OH:25])=O)[N:22]=3)[CH2:14][C@H:13]2[O:31][CH2:32][CH3:33])=[O:10])[NH:5][C:6]=1[CH2:7][CH3:8].Cl.CN.C[CH2:38][N:39]=C=NCCCN(C)C.Cl.C1C=CC2N(O)N=NC=2C=1, predict the reaction product. The product is: [Cl:1][C:2]1[N:3]=[C:4]([C:9]([NH:11][C@H:12]2[CH2:17][CH2:16][N:15]([C:18]3[S:19][C:20]([C:26]([O:28][CH2:29][CH3:30])=[O:27])=[C:21]([C:23](=[O:25])[NH:39][CH3:38])[N:22]=3)[CH2:14][C@H:13]2[O:31][CH2:32][CH3:33])=[O:10])[NH:5][C:6]=1[CH2:7][CH3:8].